Dataset: Full USPTO retrosynthesis dataset with 1.9M reactions from patents (1976-2016). Task: Predict the reactants needed to synthesize the given product. (1) Given the product [CH2:12]([C:7]1[CH:8]=[C:2]([C:1]([O:10][CH3:11])=[O:9])[C:3]([NH2:4])=[CH:5][CH:6]=1)[C:13]1[CH:18]=[CH:17][CH:16]=[CH:15][CH:14]=1, predict the reactants needed to synthesize it. The reactants are: [C:1]([O:10][CH3:11])(=[O:9])[C:2]1[C:3](=[CH:5][CH:6]=[CH:7][CH:8]=1)[NH2:4].[CH2:12](O)[C:13]1[CH:18]=[CH:17][CH:16]=[CH:15][CH:14]=1.Cl.O. (2) Given the product [Cl:19][C:20]1[CH:25]=[CH:24][C:23]([CH:26]([CH2:30][N:31]2[CH2:32][CH2:33][CH2:34][CH2:35]2)[C:27]([N:16]2[CH2:17][CH2:18][N:13]([C:11]3[C:12]4[C@H:4]([CH3:3])[S:5][CH2:6][C:7]=4[N:8]=[CH:9][N:10]=3)[CH2:14][CH2:15]2)=[O:28])=[CH:22][CH:21]=1, predict the reactants needed to synthesize it. The reactants are: Cl.Cl.[CH3:3][C@H:4]1[C:12]2[C:11]([N:13]3[CH2:18][CH2:17][NH:16][CH2:15][CH2:14]3)=[N:10][CH:9]=[N:8][C:7]=2[CH2:6][S:5]1.[Cl:19][C:20]1[CH:25]=[CH:24][C:23]([CH:26]([CH2:30][N:31]2[CH2:35][CH2:34][CH2:33][CH2:32]2)[C:27](O)=[O:28])=[CH:22][CH:21]=1.CN(C(ON1N=NC2C=CC=CC1=2)=[N+](C)C)C.F[P-](F)(F)(F)(F)F.C(N(CC)CC)C. (3) Given the product [O:1]=[C:2]1[N:7]([CH2:8][C:9]([NH:26][C@H:24]([C:21]2[CH:20]=[CH:19][C:18]([C:17]([F:16])([F:27])[F:28])=[CH:23][CH:22]=2)[CH3:25])=[O:11])[N:6]=[N:5][C:4]2[CH:12]=[CH:13][CH:14]=[CH:15][C:3]1=2, predict the reactants needed to synthesize it. The reactants are: [O:1]=[C:2]1[N:7]([CH2:8][C:9]([OH:11])=O)[N:6]=[N:5][C:4]2[CH:12]=[CH:13][CH:14]=[CH:15][C:3]1=2.[F:16][C:17]([F:28])([F:27])[C:18]1[CH:23]=[CH:22][C:21]([C@@H:24]([NH2:26])[CH3:25])=[CH:20][CH:19]=1. (4) The reactants are: ClC1C=CC=C(OC)C=1C1C=CC=CC=1Cl.[F:17][C:18]1[CH:23]=[CH:22][CH:21]=[C:20]([O:24][CH3:25])[C:19]=1B(O)O.[Cl:29][C:30]1[CH:35]=[C:34]([Cl:36])[CH:33]=[CH:32][C:31]=1Br. Given the product [Cl:29][C:30]1[CH:35]=[C:34]([Cl:36])[CH:33]=[CH:32][C:31]=1[C:19]1[C:18]([F:17])=[CH:23][CH:22]=[CH:21][C:20]=1[O:24][CH3:25], predict the reactants needed to synthesize it.